From a dataset of hERG potassium channel inhibition data for cardiac toxicity prediction from Karim et al.. Regression/Classification. Given a drug SMILES string, predict its toxicity properties. Task type varies by dataset: regression for continuous values (e.g., LD50, hERG inhibition percentage) or binary classification for toxic/non-toxic outcomes (e.g., AMES mutagenicity, cardiotoxicity, hepatotoxicity). Dataset: herg_karim. (1) The molecule is CC(=O)Nc1nnc(S(N)(=O)=O)s1. The result is 0 (non-blocker). (2) The drug is Cc1nc(-n2cnnn2)ccc1[C@@H](O)CN1CCC2(CC1)CCN(c1ccc(=O)n(C)n1)C2=O. The result is 0 (non-blocker). (3) The drug is O=C(NC[C@@H](O)CN1CCC(Oc2ccc(Cl)c(Cl)c2)CC1)c1c[nH]c(=O)c2cc(S(=O)(=O)NCCO)ccc12. The result is 1 (blocker). (4) The compound is CC(=O)NC1CCc2ccc(CCN3CCN(c4nsc5ccccc45)CC3)cc21. The result is 1 (blocker). (5) The compound is CNC(=O)c1ccc(N2C(=S)N(c3ccc(C#N)c(C(F)(F)F)c3)C(=O)C2(C)C)cc1F. The result is 0 (non-blocker). (6) The compound is N#CC(c1ccnc(NCCc2cccnc2)n1)c1nc2ccccc2s1. The result is 0 (non-blocker).